From a dataset of Reaction yield outcomes from USPTO patents with 853,638 reactions. Predict the reaction yield, written as a fraction of the theoretical maximum amount of product (1.0 means a 100% yield; for example, 0.34 means a 34% yield). The reactants are C(Cl)(=O)C(Cl)=O.[CH3:7][N:8]1[CH:12]=[C:11]([C:13]2[CH:22]=[CH:21][CH:20]=[C:19]3[C:14]=2[CH:15]=[CH:16][C:17]([C:23]([OH:25])=O)=[CH:18]3)[CH:10]=[N:9]1.Cl.[NH2:27][C:28]([NH2:30])=[NH:29].[OH-].[Na+]. The catalyst is ClCCl.CN(C)C=O. The product is [CH3:7][N:8]1[CH:12]=[C:11]([C:13]2[CH:22]=[CH:21][CH:20]=[C:19]3[C:14]=2[CH:15]=[CH:16][C:17]([C:23]([NH:29][C:28]([NH2:30])=[NH:27])=[O:25])=[CH:18]3)[CH:10]=[N:9]1. The yield is 0.830.